Dataset: Reaction yield outcomes from USPTO patents with 853,638 reactions. Task: Predict the reaction yield, written as a fraction of the theoretical maximum amount of product (1.0 means a 100% yield; for example, 0.34 means a 34% yield). (1) The product is [Cl:8][C:4]1[N:3]=[C:2]([NH:9][CH2:10][C:11]([O:13][CH2:14][CH3:15])=[O:12])[CH:7]=[N:6][CH:5]=1. The catalyst is C(#N)C. The yield is 0.490. The reactants are Cl[C:2]1[CH:7]=[N:6][CH:5]=[C:4]([Cl:8])[N:3]=1.[NH2:9][CH2:10][C:11]([O:13][CH2:14][CH3:15])=[O:12].C(N(CC)CC)C. (2) The catalyst is CN(C=O)C.CCOC(C)=O.C(Cl)Cl. The reactants are C([N:20]1[CH:28]=[N:27][C:26]2[C:21]1=[N:22][CH:23]=[N:24][C:25]=2[NH:29]C(=O)OC(C)(C)C)(C1C=CC=CC=1)(C1C=CC=CC=1)C1C=CC=CC=1.[H-].[Na+].Br[CH2:40][C:41]1[O:42][C:43](=[O:58])[C:44]2[C:49]([C:50]=1[C:51]1[CH:56]=[CH:55][CH:54]=[C:53]([F:57])[CH:52]=1)=[CH:48][CH:47]=[CH:46][CH:45]=2.C(O)(C(F)(F)F)=O. The yield is 0.344. The product is [N:24]1[C:25]([NH:29][CH2:40][C:41]2[O:42][C:43](=[O:58])[C:44]3[C:49]([C:50]=2[C:51]2[CH:56]=[CH:55][CH:54]=[C:53]([F:57])[CH:52]=2)=[CH:48][CH:47]=[CH:46][CH:45]=3)=[C:26]2[C:21]([NH:20][CH:28]=[N:27]2)=[N:22][CH:23]=1. (3) The reactants are [NH2:1][CH:2]([CH2:10][C:11]1[CH:16]=[CH:15][C:14]([C:17]([F:20])([F:19])[F:18])=[CH:13][CH:12]=1)[CH:3]([C:5]1[CH:9]=[CH:8][O:7][CH:6]=1)[OH:4].[C:21]1([CH2:27][CH2:28][C:29](Cl)=[O:30])[CH:26]=[CH:25][CH:24]=[CH:23][CH:22]=1.C(=O)([O-])O.[Na+]. The catalyst is C(OCC)(=O)C.O. The product is [O:7]1[CH:8]=[CH:9][C:5]([CH:3]([OH:4])[CH:2]([NH:1][C:29](=[O:30])[CH2:28][CH2:27][C:21]2[CH:26]=[CH:25][CH:24]=[CH:23][CH:22]=2)[CH2:10][C:11]2[CH:16]=[CH:15][C:14]([C:17]([F:20])([F:18])[F:19])=[CH:13][CH:12]=2)=[CH:6]1. The yield is 0.890. (4) The reactants are [C:1]([C:5]1[O:9][N:8]=[C:7]([NH:10][C:11]([NH:13][C:14]2[CH:19]=[CH:18][CH:17]=[C:16]([O:20][C:21]3[C:30]4[C:25](=[CH:26][C:27]([OH:33])=[C:28]([O:31][CH3:32])[CH:29]=4)[N:24]=[CH:23][N:22]=3)[CH:15]=2)=[O:12])[CH:6]=1)([CH3:4])([CH3:3])[CH3:2].O[C@H:35]1[CH2:39][CH2:38][N:37]([C:40]([O:42][C:43]([CH3:46])([CH3:45])[CH3:44])=[O:41])[CH2:36]1.C1C=CC(P(C2C=CC=CC=2)C2C=CC=CC=2)=CC=1.N(C(OC(C)(C)C)=O)=NC(OC(C)(C)C)=O. The catalyst is C1COCC1. The product is [C:1]([C:5]1[O:9][N:8]=[C:7]([NH:10][C:11](=[O:12])[NH:13][C:14]2[CH:15]=[C:16]([CH:17]=[CH:18][CH:19]=2)[O:20][C:21]2[C:30]3[C:25](=[CH:26][C:27]([O:33][C@H:39]4[CH2:35][CH2:36][N:37]([C:40]([O:42][C:43]([CH3:46])([CH3:45])[CH3:44])=[O:41])[CH2:38]4)=[C:28]([O:31][CH3:32])[CH:29]=3)[N:24]=[CH:23][N:22]=2)[CH:6]=1)([CH3:4])([CH3:2])[CH3:3]. The yield is 0.980. (5) The reactants are [F:1][C:2]1[CH:24]=[CH:23][C:5]([O:6][C:7]2[CH:8]=[C:9]3[C:13](=[CH:14][C:15]=2[C:16]([NH2:18])=[O:17])[N:12]([CH2:19][CH:20]([CH3:22])[CH3:21])[N:11]=[CH:10]3)=[CH:4][CH:3]=1.C(N1C=CN=C1)(N1C=CN=C1)=O.[N:37]1([CH2:42][CH2:43]N)[CH2:41][CH2:40][CH2:39][CH2:38]1. The catalyst is C1COCC1. The product is [N:37]1([CH2:42][CH2:43][NH:18][C:16]([C:15]2[CH:14]=[C:13]3[C:9]([CH:10]=[N:11][N:12]3[CH2:19][CH:20]([CH3:22])[CH3:21])=[CH:8][C:7]=2[O:6][C:5]2[CH:23]=[CH:24][C:2]([F:1])=[CH:3][CH:4]=2)=[O:17])[CH2:41][CH2:40][CH2:39][CH2:38]1. The yield is 0.630. (6) The reactants are [C:1]([OH:6])(=O)[CH:2]([CH3:4])[CH3:3].C(N(CC)CC)C.ClC(OCC)=O.[NH:20]1[CH2:25][CH2:24][CH:23]([CH2:26][OH:27])[CH2:22][CH2:21]1. The catalyst is ClCCl.O. The product is [OH:27][CH2:26][CH:23]1[CH2:24][CH2:25][N:20]([C:1](=[O:6])[CH:2]([CH3:4])[CH3:3])[CH2:21][CH2:22]1. The yield is 0.490.